From a dataset of Catalyst prediction with 721,799 reactions and 888 catalyst types from USPTO. Predict which catalyst facilitates the given reaction. (1) Reactant: [Cl:1][C:2]1[CH:10]=[CH:9][CH:8]=[C:7]2[C:3]=1[C:4]([C:15]([OH:17])=O)=[CH:5][N:6]2[CH:11]1[CH2:14][O:13][CH2:12]1.Cl.[NH2:19][CH2:20][C:21]1([OH:29])[CH2:28][CH2:27][CH2:26][C:23]2([CH2:25][CH2:24]2)[CH2:22]1.C(Cl)CCl.N1(O)C2C=CC=CC=2N=N1.C(N(C(C)C)C(C)C)C. Product: [Cl:1][C:2]1[CH:10]=[CH:9][CH:8]=[C:7]2[C:3]=1[C:4]([C:15]([NH:19][CH2:20][C:21]1([OH:29])[CH2:28][CH2:27][CH2:26][C:23]3([CH2:25][CH2:24]3)[CH2:22]1)=[O:17])=[CH:5][N:6]2[CH:11]1[CH2:12][O:13][CH2:14]1. The catalyst class is: 9. (2) Product: [C:16]([O:15][C:13]([NH:6][CH2:5][CH2:4][C:3]([CH3:8])([CH3:7])[CH2:2][OH:1])=[O:14])([CH3:19])([CH3:18])[CH3:17]. Reactant: [OH:1][CH2:2][C:3]([CH3:8])([CH3:7])[CH2:4][C:5]#[N:6].[OH-].[NH4+].[H][H].[C:13](O[C:13]([O:15][C:16]([CH3:19])([CH3:18])[CH3:17])=[O:14])([O:15][C:16]([CH3:19])([CH3:18])[CH3:17])=[O:14]. The catalyst class is: 40. (3) Reactant: [CH:1]([OH:3])=[O:2].C([N:11](CC1C=CC=CC=1)[C@@H:12]([CH3:20])[C@H:13]([CH:15]1[CH2:17][C:16]1([CH3:19])[CH3:18])[OH:14])C1C=CC=CC=1. Product: [CH3:19][C:16]1([CH3:18])[CH2:17][CH:15]1[CH:13]([OH:14])[C@@H:12]([NH:11][C:1](=[O:3])[O:2][C:15]([CH3:17])([CH3:16])[CH3:13])[CH3:20]. The catalyst class is: 63. (4) Reactant: I[C:2]1[CH:9]=[C:8]([O:10][CH3:11])[C:7]([O:12][CH3:13])=[CH:6][C:3]=1[CH:4]=O.CCN(CCOC1C=CC(CC2C=CC=CC=2)=CC=1)CC.Cl.C(#N)C.[C:39]([O:43][CH3:44])(=[O:42])[CH:40]=[CH2:41]. Product: [CH3:13][O:12][C:7]1[CH:6]=[C:3]2[C:2](=[CH:9][C:8]=1[O:10][CH3:11])[CH2:41][C:40]([C:39]([O:43][CH3:44])=[O:42])=[CH:4]2. The catalyst class is: 739. (5) Reactant: Cl.Cl.[CH3:3][NH:4][CH2:5][CH2:6][CH2:7][CH2:8][CH2:9][CH2:10][CH2:11][CH2:12][CH2:13][N:14]1[CH2:19][CH2:18][CH:17]([O:20][C:21](=[O:35])[NH:22][C:23]2[CH:28]=[CH:27][CH:26]=[CH:25][C:24]=2[C:29]2[CH:34]=[CH:33][CH:32]=[CH:31][CH:30]=2)[CH2:16][CH2:15]1.[Cl:36][C:37]1[CH:38]=[C:39]([CH:43]=[CH:44][C:45]=1[OH:46])[C:40]([OH:42])=O.Cl.CN(C)CCCN=C=NCC.C(=O)([O-])[O-].[K+].[K+]. Product: [NH3:4].[Cl:36][C:37]1[CH:38]=[C:39]([CH:43]=[CH:44][C:45]=1[OH:46])[C:40]([N:4]([CH3:3])[CH2:5][CH2:6][CH2:7][CH2:8][CH2:9][CH2:10][CH2:11][CH2:12][CH2:13][N:14]1[CH2:15][CH2:16][CH:17]([O:20][C:21](=[O:35])[NH:22][C:23]2[CH:28]=[CH:27][CH:26]=[CH:25][C:24]=2[C:29]2[CH:30]=[CH:31][CH:32]=[CH:33][CH:34]=2)[CH2:18][CH2:19]1)=[O:42]. The catalyst class is: 7. (6) Reactant: [Cl:1][C:2]1[CH:26]=[CH:25][C:5]([O:6][C:7]2[C:15]([C:16]3[C:17]([O:22][CH3:23])=[N:18][CH:19]=[CH:20][CH:21]=3)=[CH:14][C:10]([C:11](O)=[O:12])=[C:9]([F:24])[CH:8]=2)=[C:4]([O:27][CH3:28])[CH:3]=1.F[P-](F)(F)(F)(F)F.N1(OC(N(C)C)=[N+](C)C)C2N=CC=CC=2N=N1.C(N(CC)C(C)C)(C)C.[CH3:62][S:63]([NH2:66])(=[O:65])=[O:64]. Product: [Cl:1][C:2]1[CH:26]=[CH:25][C:5]([O:6][C:7]2[C:15]([C:16]3[C:17]([O:22][CH3:23])=[N:18][CH:19]=[CH:20][CH:21]=3)=[CH:14][C:10]([C:11]([NH:66][S:63]([CH3:62])(=[O:65])=[O:64])=[O:12])=[C:9]([F:24])[CH:8]=2)=[C:4]([O:27][CH3:28])[CH:3]=1. The catalyst class is: 306.